This data is from Catalyst prediction with 721,799 reactions and 888 catalyst types from USPTO. The task is: Predict which catalyst facilitates the given reaction. (1) Reactant: [CH:1]1([NH:4][C:5](=[O:16])[C:6]2[CH:11]=[CH:10][C:9]([CH3:12])=[C:8]([N:13]=[C:14]=[S:15])[CH:7]=2)[CH2:3][CH2:2]1.[NH3:17]. Product: [CH:1]1([NH:4][C:5](=[O:16])[C:6]2[CH:11]=[CH:10][C:9]([CH3:12])=[C:8]([NH:13][C:14]([NH2:17])=[S:15])[CH:7]=2)[CH2:3][CH2:2]1. The catalyst class is: 5. (2) Reactant: [NH2:1][CH2:2][C:3]1[C:11]2[S:10](=[O:13])(=[O:12])[N:9]=[C:8]([C:14]3[C:15](=[O:30])[N:16]([NH:25][CH2:26][CH:27]4[CH2:29][CH2:28]4)[C:17]4[C:22]([C:23]=3[OH:24])=[CH:21][CH:20]=[CH:19][CH:18]=4)[NH:7][C:6]=2[S:5][CH:4]=1.C(N(CC)CC)C.[CH:38]([S:41](Cl)(=[O:43])=[O:42])([CH3:40])[CH3:39]. Product: [CH:27]1([CH2:26][NH:25][N:16]2[C:17]3[C:22](=[CH:21][CH:20]=[CH:19][CH:18]=3)[C:23]([OH:24])=[C:14]([C:8]3[NH:7][C:6]4[S:5][CH:4]=[C:3]([CH2:2][NH:1][S:41]([CH:38]([CH3:40])[CH3:39])(=[O:43])=[O:42])[C:11]=4[S:10](=[O:12])(=[O:13])[N:9]=3)[C:15]2=[O:30])[CH2:28][CH2:29]1. The catalyst class is: 9. (3) Reactant: C(O)(C(F)(F)F)=O.[NH2:8][CH2:9][CH2:10][CH2:11][CH:12]([C@@H:20]1[CH2:25][CH2:24][CH2:23][N:22]([C:26]([O:28][C:29]([CH3:32])([CH3:31])[CH3:30])=[O:27])[CH2:21]1)[C:13]1[CH:18]=[CH:17][CH:16]=[C:15]([F:19])[CH:14]=1.CCN(C(C)C)C(C)C.Cl[C:43]([O:45][CH3:46])=[O:44]. Product: [F:19][C:15]1[CH:14]=[C:13]([CH:12]([C@@H:20]2[CH2:25][CH2:24][CH2:23][N:22]([C:26]([O:28][C:29]([CH3:32])([CH3:31])[CH3:30])=[O:27])[CH2:21]2)[CH2:11][CH2:10][CH2:9][NH:8][C:43]([O:45][CH3:46])=[O:44])[CH:18]=[CH:17][CH:16]=1. The catalyst class is: 79. (4) Reactant: Cl[CH2:2][C:3]([N:5]([C:25]1[CH:30]=[CH:29][C:28]([O:31][C:32]2[CH:37]=[CH:36][C:35]([N+:38]([O-:40])=[O:39])=[CH:34][N:33]=2)=[CH:27][CH:26]=1)[CH2:6][C:7]([N:9]1[CH2:14][CH2:13][N:12]([CH2:15][C:16]2[CH:24]=[CH:23][C:22]3[O:21][CH2:20][O:19][C:18]=3[CH:17]=2)[CH2:11][CH2:10]1)=[O:8])=[O:4].[CH3:41][NH:42][CH3:43].O. Product: [CH3:41][N:42]([CH3:43])[CH2:2][C:3]([N:5]([C:25]1[CH:30]=[CH:29][C:28]([O:31][C:32]2[CH:37]=[CH:36][C:35]([N+:38]([O-:40])=[O:39])=[CH:34][N:33]=2)=[CH:27][CH:26]=1)[CH2:6][C:7]([N:9]1[CH2:14][CH2:13][N:12]([CH2:15][C:16]2[CH:24]=[CH:23][C:22]3[O:21][CH2:20][O:19][C:18]=3[CH:17]=2)[CH2:11][CH2:10]1)=[O:8])=[O:4]. The catalyst class is: 10. (5) Reactant: [H-].[Na+].[O-:3][CH2:4][CH3:5].[Na+].[Cl:7][C:8]1[C:9]([C:40]([NH2:42])=[O:41])=[N:10][CH:11]=[CH:12][C:13]=1[O:14][C:15]1[CH:20]=[CH:19][C:18]([NH:21][C:22]([C:24]2[C:25](=[O:38])[N:26]([C:31]3[CH:36]=[CH:35][C:34]([F:37])=[CH:33][CH:32]=3)[CH:27]=[CH:28][C:29]=2I)=[O:23])=[CH:17][C:16]=1[F:39]. Product: [Cl:7][C:8]1[C:9]([C:40]([NH2:42])=[O:41])=[N:10][CH:11]=[CH:12][C:13]=1[O:14][C:15]1[CH:20]=[CH:19][C:18]([NH:21][C:22]([C:24]2[C:25](=[O:38])[N:26]([C:31]3[CH:36]=[CH:35][C:34]([F:37])=[CH:33][CH:32]=3)[CH:27]=[CH:28][C:29]=2[O:3][CH2:4][CH3:5])=[O:23])=[CH:17][C:16]=1[F:39]. The catalyst class is: 242. (6) Reactant: C[Si](I)(C)C.[O:6]1[CH:10]=[CH:9][CH:8]=[C:7]1[C:11]1[CH:12]=[C:13]2[C:17](=[CH:18][C:19]=1[C:20]1[CH:25]=[CH:24][C:23]([O:26]CC3C=CC=CC=3)=[CH:22][CH:21]=1)[NH:16][N:15]=[C:14]2[NH:34][C:35](=[O:39])[CH2:36][CH2:37][CH3:38]. Product: [O:6]1[CH:10]=[CH:9][CH:8]=[C:7]1[C:11]1[CH:12]=[C:13]2[C:17](=[CH:18][C:19]=1[C:20]1[CH:21]=[CH:22][C:23]([OH:26])=[CH:24][CH:25]=1)[NH:16][N:15]=[C:14]2[NH:34][C:35](=[O:39])[CH2:36][CH2:37][CH3:38]. The catalyst class is: 5. (7) Reactant: [Cl:1][C:2]1[CH:7]=[CH:6][C:5]([C:8]2[CH:12]=[C:11]([CH2:13][CH2:14][CH2:15][N:16]3[C:20](=[O:21])[CH2:19][O:18][C:17]3=[O:22])[O:10][N:9]=2)=[CH:4][CH:3]=1.[CH3:23][NH2:24]. Product: [Cl:1][C:2]1[CH:3]=[CH:4][C:5]([C:8]2[CH:12]=[C:11]([CH2:13][CH2:14][CH2:15][NH:16][C:17](=[O:22])[O:18][CH2:19][C:20]([NH:24][CH3:23])=[O:21])[O:10][N:9]=2)=[CH:6][CH:7]=1. The catalyst class is: 83. (8) Reactant: [CH2:1]([OH:8])[C:2]1[CH:7]=[CH:6][CH:5]=[CH:4][CH:3]=1.C(=O)([O-])[O-].[K+].[K+].C1(C)C=CC=CC=1.F[C:23]1[C:24]([N+:31]([O-:33])=[O:32])=[C:25]([CH:28]=[CH:29][CH:30]=1)[NH:26][CH3:27]. Product: [CH2:1]([O:8][C:23]1[C:24]([N+:31]([O-:33])=[O:32])=[C:25]([CH:28]=[CH:29][CH:30]=1)[NH:26][CH3:27])[C:2]1[CH:7]=[CH:6][CH:5]=[CH:4][CH:3]=1. The catalyst class is: 568. (9) Reactant: [Br:1][C:2]1[CH:7]=[CH:6][C:5]([C:8]2[CH:12]([C:13]3[CH:18]=[CH:17][C:16]([S:19][CH3:20])=[C:15]([F:21])[CH:14]=3)[C:11]([CH3:23])(O)[O:10][N:9]=2)=[CH:4][CH:3]=1.O.C1(C)C=CC(S(O)(=O)=O)=CC=1. Product: [Br:1][C:2]1[CH:3]=[CH:4][C:5]([C:8]2[C:12]([C:13]3[CH:18]=[CH:17][C:16]([S:19][CH3:20])=[C:15]([F:21])[CH:14]=3)=[C:11]([CH3:23])[O:10][N:9]=2)=[CH:6][CH:7]=1. The catalyst class is: 5.